Dataset: Reaction yield outcomes from USPTO patents with 853,638 reactions. Task: Predict the reaction yield, written as a fraction of the theoretical maximum amount of product (1.0 means a 100% yield; for example, 0.34 means a 34% yield). (1) The reactants are [NH2:1][C:2]1[CH:7]=[CH:6][CH:5]=[C:4]([NH2:8])[N:3]=1.[S:9](=[O:13])(=[O:12])([OH:11])[OH:10].C(O)(=O)[CH:15]([CH2:17][C:18](O)=O)[OH:16]. The catalyst is [Cl-].[Na+].O. The product is [S:9](=[O:11])(=[O:10])([OH:13])[OH:12].[NH2:1][C:2]1[CH:7]=[CH:6][C:5]2[C:4](=[N:8][C:15]([OH:16])=[CH:17][CH:18]=2)[N:3]=1. The yield is 0.890. (2) The reactants are C(=O)([O-])[O-].[K+].[K+].[N:7]1[C:14]([Cl:15])=[N:13][C:11](Cl)=[N:10][C:8]=1[Cl:9].[F:16][C:17]([F:27])([F:26])[C:18]1[CH:19]=[C:20]([CH:22]=[CH:23][C:24]=1[F:25])[NH2:21]. The catalyst is C1COCC1.O. The product is [Cl:15][C:14]1[N:7]=[C:8]([Cl:9])[N:10]=[C:11]([NH:21][C:20]2[CH:22]=[CH:23][C:24]([F:25])=[C:18]([C:17]([F:27])([F:16])[F:26])[CH:19]=2)[N:13]=1. The yield is 0.190. (3) The reactants are Cl[C:2]1[CH:3]=[CH:4][C:5]2[N:6]([C:8]([C:11]3[CH:16]=[CH:15][CH:14]=[C:13]([Cl:17])[CH:12]=3)=[CH:9][N:10]=2)[N:7]=1.[C@H:18]1([NH2:25])[CH2:23][CH2:22][C@H:21]([NH2:24])[CH2:20][CH2:19]1.C(O[Na])(C)(C)C.C1C=CC(P(C2C(C3C(P(C4C=CC=CC=4)C4C=CC=CC=4)=CC=C4C=3C=CC=C4)=C3C(C=CC=C3)=CC=2)C2C=CC=CC=2)=CC=1.N#N. The catalyst is C1(C)C=CC=CC=1.C1C=CC(/C=C/C(/C=C/C2C=CC=CC=2)=O)=CC=1.C1C=CC(/C=C/C(/C=C/C2C=CC=CC=2)=O)=CC=1.C1C=CC(/C=C/C(/C=C/C2C=CC=CC=2)=O)=CC=1.[Pd].[Pd].O.CC(=O)OCC. The product is [Cl:17][C:13]1[CH:12]=[C:11]([C:8]2[N:6]3[N:7]=[C:2]([NH:24][C@H:21]4[CH2:22][CH2:23][C@H:18]([NH2:25])[CH2:19][CH2:20]4)[CH:3]=[CH:4][C:5]3=[N:10][CH:9]=2)[CH:16]=[CH:15][CH:14]=1. The yield is 0.370. (4) The reactants are [C:1]([C:3]1[CH:8]=[CH:7][C:6]([O:9][C:10]2[CH:15]=[CH:14][CH:13]=[CH:12][CH:11]=2)=[CH:5][CH:4]=1)#[CH:2].[N:16]([C:19]1[CH:24]=[CH:23][C:22]([CH2:25][C@H:26]([NH:30]C(OC(C)(C)C)=O)[C:27]([OH:29])=[O:28])=[CH:21][CH:20]=1)=[N+:17]=[N-:18].Cl. The catalyst is O.O1CCOCC1.CO. The product is [NH2:30][C@@H:26]([CH2:25][C:22]1[CH:23]=[CH:24][C:19]([N:16]2[CH:2]=[C:1]([C:3]3[CH:8]=[CH:7][C:6]([O:9][C:10]4[CH:15]=[CH:14][CH:13]=[CH:12][CH:11]=4)=[CH:5][CH:4]=3)[N:18]=[N:17]2)=[CH:20][CH:21]=1)[C:27]([OH:29])=[O:28]. The yield is 0.290. (5) The reactants are O.[NH2:2][NH2:3].[Cl:4][C:5]1[C:10]([CH:11]=O)=[C:9](Cl)[N:8]=[CH:7][N:6]=1.[N+](C)([O-])=O.C(=O)=O.C(N(CC)CC)C. The catalyst is CO. The product is [Cl:4][C:5]1[N:6]=[CH:7][N:8]=[C:9]2[NH:2][N:3]=[CH:11][C:10]=12. The yield is 0.710. (6) The reactants are C([Mg]Cl)CCC.C([Li])CCC.Br[C:13]1[CH:14]=[N:15][CH:16]=[C:17]([Br:19])[CH:18]=1.[CH:20](=[O:27])[C:21]1[CH:26]=[CH:25][CH:24]=[CH:23][CH:22]=1. The catalyst is O1CCCC1.CCCCCC.C(O)(=O)C. The product is [Br:19][C:17]1[CH:18]=[C:13]([C:21]2([CH:22]=[CH:23][CH:24]=[CH:25][CH2:26]2)[CH2:20][OH:27])[CH:14]=[N:15][CH:16]=1. The yield is 0.590. (7) The reactants are [NH2:1][C:2]1[CH:7]=[CH:6][C:5]([OH:8])=[CH:4][CH:3]=1.C([O-])([O-])=O.[K+].[K+].F[C:16]1[CH:21]=[C:20]([N+:22]([O-:24])=[O:23])[CH:19]=[C:18]([C:25]([F:28])([F:27])[F:26])[CH:17]=1. The catalyst is CN(C=O)C. The product is [F:26][C:25]([F:27])([F:28])[C:18]1[CH:17]=[C:16]([CH:21]=[C:20]([N+:22]([O-:24])=[O:23])[CH:19]=1)[O:8][C:5]1[CH:6]=[CH:7][C:2]([NH2:1])=[CH:3][CH:4]=1. The yield is 0.800. (8) The reactants are [F:1][C:2]1[CH:18]=[C:17]([F:19])[CH:16]=[CH:15][C:3]=1[CH2:4][C:5]1[O:9][N:8]=[C:7]([C:10]([O:12]CC)=O)[N:6]=1.Cl.[Cl:21][C:22]1[CH:23]=[C:24]2[C:28](=[CH:29][CH:30]=1)[NH:27][CH:26]=[C:25]2[CH2:31][CH2:32][NH2:33].CN(C(ON1N=NC2C=CC=NC1=2)=[N+](C)C)C.F[P-](F)(F)(F)(F)F.C(N(CC)C(C)C)(C)C. The catalyst is C1COCC1.[OH-].[Na+].O.CN(C=O)C. The product is [Cl:21][C:22]1[CH:23]=[C:24]2[C:28](=[CH:29][CH:30]=1)[NH:27][CH:26]=[C:25]2[CH2:31][CH2:32][NH:33][C:10]([C:7]1[N:6]=[C:5]([CH2:4][C:3]2[CH:15]=[CH:16][C:17]([F:19])=[CH:18][C:2]=2[F:1])[O:9][N:8]=1)=[O:12]. The yield is 0.470.